From a dataset of Forward reaction prediction with 1.9M reactions from USPTO patents (1976-2016). Predict the product of the given reaction. Given the reactants [NH2:1][C:2]1[N:6]([CH:7]2[CH2:11][CH2:10][CH2:9][CH2:8]2)[N:5]=[CH:4][C:3]=1[C:12]([NH2:14])=[O:13].N[C:16]1N(C(C)C)N=C[C:17]=1C(N)=O.[Cl:27][C:28]1[CH:33]=[CH:32][CH:31]=[CH:30][C:29]=1[NH:34][CH2:35][CH2:36]O.ClC1C=CC(NCCO)=CC=1, predict the reaction product. The product is: [Cl:27][C:28]1[CH:33]=[CH:32][CH:31]=[CH:30][C:29]=1[N:34]1[CH2:17][CH2:16][N:14]2[C:12](=[O:13])[C:3]3[CH:4]=[N:5][N:6]([CH:7]4[CH2:11][CH2:10][CH2:9][CH2:8]4)[C:2]=3[N:1]=[C:36]2[CH2:35]1.